From a dataset of Forward reaction prediction with 1.9M reactions from USPTO patents (1976-2016). Predict the product of the given reaction. (1) Given the reactants [CH2:1]([O:3][C:4](=[O:13])[C:5]1[N+:6]([O-])=[CH:7][CH:8]=[C:9]([Cl:11])[CH:10]=1)[CH3:2].P(Cl)(Cl)([Cl:16])=O, predict the reaction product. The product is: [CH2:1]([O:3][C:4](=[O:13])[C:5]1[CH:10]=[C:9]([Cl:11])[CH:8]=[C:7]([Cl:16])[N:6]=1)[CH3:2]. (2) Given the reactants Br[C:2]1[CH:3]=[C:4]([NH:11]C(=O)OCC)[C:5]([N+:8]([O-:10])=[O:9])=[N:6][CH:7]=1.[CH3:17][O-:18].[Na+].CO, predict the reaction product. The product is: [CH3:17][O:18][C:2]1[CH:3]=[C:4]([NH2:11])[C:5]([N+:8]([O-:10])=[O:9])=[N:6][CH:7]=1. (3) Given the reactants O=[C:2]([CH2:9][CH2:10][C:11]1[CH:16]=[CH:15][CH:14]=[CH:13][CH:12]=1)[CH2:3][C:4]([O:6]CC)=[O:5].[N:17]([C:20]1[CH:25]=[CH:24][CH:23]=[CH:22][CH:21]=1)=[N+:18]=[N-:19].CO.C[O-].[Na+].[OH-].[Na+], predict the reaction product. The product is: [C:20]1([N:17]2[C:2]([CH2:9][CH2:10][C:11]3[CH:12]=[CH:13][CH:14]=[CH:15][CH:16]=3)=[C:3]([C:4]([OH:6])=[O:5])[N:19]=[N:18]2)[CH:25]=[CH:24][CH:23]=[CH:22][CH:21]=1. (4) Given the reactants Cl[S:2]([C:5]1[C:6]([CH3:13])=[C:7]([C:10]([OH:12])=O)[S:8][CH:9]=1)(=[O:4])=[O:3].[F:14][C:15]([F:25])([F:24])[O:16][C:17]1[CH:22]=[CH:21][C:20]([NH2:23])=[CH:19][CH:18]=1.[C:26]([O:35]C)(=[O:34])[C:27]1[C:28](=[CH:30][CH:31]=[CH:32][CH:33]=1)[NH2:29], predict the reaction product. The product is: [CH3:13][C:6]1[C:5]([S:2](=[O:3])(=[O:4])[NH:23][C:20]2[CH:19]=[CH:18][C:17]([O:16][C:15]([F:24])([F:25])[F:14])=[CH:22][CH:21]=2)=[CH:9][S:8][C:7]=1[C:10]([NH:29][C:28]1[CH:30]=[CH:31][CH:32]=[CH:33][C:27]=1[C:26]([OH:35])=[O:34])=[O:12]. (5) Given the reactants [N+:1]([C:4]1[CH:9]=[C:8]([S:10]([C:13]2[CH:18]=[CH:17][CH:16]=[CH:15][CH:14]=2)(=[O:12])=[O:11])[CH:7]=[CH:6][C:5]=1[NH:19][C:20](=[O:28])[C:21]([OH:27])([CH3:26])[C:22]([F:25])([F:24])[F:23])([O-])=O.C([O-])=O.[NH4+].C(OCC)(=O)C, predict the reaction product. The product is: [NH2:1][C:4]1[CH:9]=[C:8]([S:10]([C:13]2[CH:14]=[CH:15][CH:16]=[CH:17][CH:18]=2)(=[O:11])=[O:12])[CH:7]=[CH:6][C:5]=1[NH:19][C:20](=[O:28])[C:21]([OH:27])([CH3:26])[C:22]([F:25])([F:23])[F:24].